From a dataset of Full USPTO retrosynthesis dataset with 1.9M reactions from patents (1976-2016). Predict the reactants needed to synthesize the given product. (1) Given the product [CH2:32]([CH:16]1[S:15](=[O:18])(=[O:17])[C:14]([CH3:20])([CH3:19])[C:13]([NH:21][C:22](=[O:28])[O:23][C:24]([CH3:27])([CH3:26])[CH3:25])=[N:12][C:11]1([C:3]1[CH:4]=[C:5]([N+:8]([O-:10])=[O:9])[CH:6]=[CH:7][C:2]=1[F:1])[CH3:29])[CH:30]=[CH2:31], predict the reactants needed to synthesize it. The reactants are: [F:1][C:2]1[CH:7]=[CH:6][C:5]([N+:8]([O-:10])=[O:9])=[CH:4][C:3]=1[C:11]1([CH3:29])[CH2:16][S:15](=[O:18])(=[O:17])[C:14]([CH3:20])([CH3:19])[C:13]([NH:21][C:22](=[O:28])[O:23][C:24]([CH3:27])([CH3:26])[CH3:25])=[N:12]1.[CH:30]([N-]C(C)C)([CH3:32])[CH3:31].[Li+].C(Br)C=C. (2) The reactants are: [F:1][CH:2]([F:18])[S:3]([C:5]1[C:14](=[O:15])[C:13]2[C:8](=[CH:9][C:10]([F:16])=[CH:11][CH:12]=2)[N:7]([CH3:17])[CH:6]=1)=[O:4].C1C=C(Cl)C=C(C(OO)=[O:27])C=1. Given the product [F:18][CH:2]([F:1])[S:3]([C:5]1[C:14](=[O:15])[C:13]2[C:8](=[CH:9][C:10]([F:16])=[CH:11][CH:12]=2)[N:7]([CH3:17])[CH:6]=1)(=[O:27])=[O:4], predict the reactants needed to synthesize it. (3) Given the product [N:34]1([C:15](=[O:17])[CH2:14][O:13][N:12]=[C:8]2[CH2:7][CH:6]([C:18]3[CH:23]=[CH:22][CH:21]=[CH:20][C:19]=3[C:24]3[CH:29]=[CH:28][CH:27]=[CH:26][CH:25]=3)[CH2:5][C:4]3[N:3]=[C:2]([NH2:1])[N:11]=[CH:10][C:9]2=3)[CH2:39][CH2:38][O:37][CH2:36][CH2:35]1, predict the reactants needed to synthesize it. The reactants are: [NH2:1][C:2]1[N:11]=[CH:10][C:9]2[C:8](=[N:12][O:13][CH2:14][C:15]([OH:17])=O)[CH2:7][CH:6]([C:18]3[CH:23]=[CH:22][CH:21]=[CH:20][C:19]=3[C:24]3[CH:29]=[CH:28][CH:27]=[CH:26][CH:25]=3)[CH2:5][C:4]=2[N:3]=1.S(Cl)(Cl)=O.[NH:34]1[CH2:39][CH2:38][O:37][CH2:36][CH2:35]1.C(N(CC)CC)C. (4) Given the product [CH2:13]([CH:10]1[CH2:9][CH2:8][N:7]([C:5](=[O:6])[C:4]([OH:20])=[O:3])[CH2:12][CH2:11]1)[C:14]1[CH:15]=[CH:16][CH:17]=[CH:18][CH:19]=1, predict the reactants needed to synthesize it. The reactants are: C([O:3][C:4](=[O:20])[C:5]([N:7]1[CH2:12][CH2:11][CH:10]([CH2:13][C:14]2[CH:19]=[CH:18][CH:17]=[CH:16][CH:15]=2)[CH2:9][CH2:8]1)=[O:6])C.[OH-].[K+]. (5) The reactants are: [C:1]([O:5][C:6]([N:8]1[CH2:16][C:15]2[C:10](=[CH:11][C:12]([CH:23]=[CH2:24])=[C:13]([C:17]3[CH2:18][CH2:19][O:20][CH2:21][CH:22]=3)[CH:14]=2)[CH2:9]1)=[O:7])([CH3:4])([CH3:3])[CH3:2].C([O-])=O.[NH4+]. Given the product [C:1]([O:5][C:6]([N:8]1[CH2:9][C:10]2[C:15](=[CH:14][C:13]([CH:17]3[CH2:22][CH2:21][O:20][CH2:19][CH2:18]3)=[C:12]([CH2:23][CH3:24])[CH:11]=2)[CH2:16]1)=[O:7])([CH3:2])([CH3:3])[CH3:4], predict the reactants needed to synthesize it. (6) Given the product [NH2:17][CH2:16][CH:15]([C:12]1[CH:13]=[CH:14][C:9]([OH:8])=[C:10]([NH:33][S:34]([CH3:37])(=[O:36])=[O:35])[CH:11]=1)[OH:32], predict the reactants needed to synthesize it. The reactants are: C([O:8][C:9]1[CH:14]=[CH:13][C:12]([CH:15]([OH:32])[CH2:16][N:17](CC2C=CC=CC=2)CC2C=CC=CC=2)=[CH:11][C:10]=1[NH:33][S:34]([CH3:37])(=[O:36])=[O:35])C1C=CC=CC=1.C([O-])=O.[NH4+]. (7) Given the product [F:13][CH2:14][C:15]([NH:2][NH:1][C:3]1[C:8]([CH3:9])=[CH:7][C:6]([N+:10]([O-:12])=[O:11])=[CH:5][N:4]=1)=[O:16], predict the reactants needed to synthesize it. The reactants are: [NH:1]([C:3]1[C:8]([CH3:9])=[CH:7][C:6]([N+:10]([O-:12])=[O:11])=[CH:5][N:4]=1)[NH2:2].[F:13][CH2:14][C:15](O[C:15](=[O:16])[CH2:14][F:13])=[O:16].C1COCC1. (8) The reactants are: [NH:1]1[C:9]2[C:4](=[CH:5][CH:6]=[CH:7][CH:8]=2)[C:3]([C:10]([OH:12])=[O:11])=[CH:2]1.[Na].O. Given the product [NH:1]1[C:9]2[C:4](=[CH:5][CH:6]=[CH:7][CH:8]=2)[CH:3]([C:10]([OH:12])=[O:11])[CH2:2]1, predict the reactants needed to synthesize it.